From a dataset of Reaction yield outcomes from USPTO patents with 853,638 reactions. Predict the reaction yield, written as a fraction of the theoretical maximum amount of product (1.0 means a 100% yield; for example, 0.34 means a 34% yield). (1) The reactants are [N+:1]([C:4]1[CH:5]=[C:6]([CH:9]=[CH:10][CH:11]=1)[CH:7]=O)([O-:3])=[O:2].[C:12]([NH:15][CH2:16][C:17]([OH:19])=[O:18])(=O)[CH3:13].C([O-])(=O)C.[Na+].C(OC(=O)C)(=O)C. No catalyst specified. The product is [CH3:13][C:12]1[O:19][C:17](=[O:18])[C:16](=[CH:7][C:6]2[CH:9]=[CH:10][CH:11]=[C:4]([N+:1]([O-:3])=[O:2])[CH:5]=2)[N:15]=1. The yield is 0.780. (2) The reactants are [CH3:1][C:2]1[CH:3]=[N:4][CH:5]=[C:6]([CH3:30])[C:7]=1[C:8]1[C:13]([CH3:14])=[CH:12][C:11]([N:15]=C(C2C=CC=CC=2)C2C=CC=CC=2)=[CH:10][C:9]=1[CH3:29].CC([O-])=O.[Na+].Cl.NO. The catalyst is CO. The product is [CH3:1][C:2]1[CH:3]=[N:4][CH:5]=[C:6]([CH3:30])[C:7]=1[C:8]1[C:13]([CH3:14])=[CH:12][C:11]([NH2:15])=[CH:10][C:9]=1[CH3:29]. The yield is 0.990.